From a dataset of Reaction yield outcomes from USPTO patents with 853,638 reactions. Predict the reaction yield, written as a fraction of the theoretical maximum amount of product (1.0 means a 100% yield; for example, 0.34 means a 34% yield). (1) The reactants are [Cl:1][C:2]1[CH:7]=[C:6]([C:8]([C:10]([F:13])([F:12])[F:11])=[CH2:9])[CH:5]=[C:4]([Cl:14])[C:3]=1[Cl:15].[CH2:16]([N:23]([CH2:29]OC)[CH2:24][Si](C)(C)C)[C:17]1[CH:22]=[CH:21][CH:20]=[CH:19][CH:18]=1.C(O)(C(F)(F)F)=O. The catalyst is C(Cl)Cl.C(OCC)(=O)C. The product is [CH2:16]([N:23]1[CH2:29][CH2:9][C:8]([C:6]2[CH:5]=[C:4]([Cl:14])[C:3]([Cl:15])=[C:2]([Cl:1])[CH:7]=2)([C:10]([F:13])([F:12])[F:11])[CH2:24]1)[C:17]1[CH:22]=[CH:21][CH:20]=[CH:19][CH:18]=1. The yield is 0.551. (2) The reactants are [CH2:1]([O:3][C:4](=[O:30])[CH2:5][CH:6]1[CH2:11][CH2:10][CH:9]([O:12][Si:13]([C:26]([CH3:29])([CH3:28])[CH3:27])([C:20]2[CH:25]=[CH:24][CH:23]=[CH:22][CH:21]=2)[C:14]2[CH:19]=[CH:18][CH:17]=[CH:16][CH:15]=2)[CH2:8][CH2:7]1)[CH3:2].[CH:31]([N-:34]C(C)C)(C)[CH3:32].[Li+].BrCC#N.C(OCC)(=O)C. The catalyst is C1COCC1. The product is [CH2:1]([O:3][C:4](=[O:30])[CH:5]([CH:6]1[CH2:11][CH2:10][CH:9]([O:12][Si:13]([C:26]([CH3:29])([CH3:28])[CH3:27])([C:20]2[CH:21]=[CH:22][CH:23]=[CH:24][CH:25]=2)[C:14]2[CH:19]=[CH:18][CH:17]=[CH:16][CH:15]=2)[CH2:8][CH2:7]1)[CH2:32][C:31]#[N:34])[CH3:2]. The yield is 0.500. (3) The reactants are [Br:1][C:2]1[CH:14]=[CH:13][C:12]2[C:11]3[C:6](=[CH:7][C:8]([Br:15])=[CH:9][CH:10]=3)[C:5]([C:23]3[CH:28]=[CH:27][C:26]([OH:29])=[CH:25][CH:24]=3)([C:16]3[CH:21]=[CH:20][C:19](O)=[CH:18][CH:17]=3)[C:4]=2[CH:3]=1.[C:30]([O-:33])([O-])=O.[K+].[K+].[CH3:36][C:37]([CH2:39][CH:40]([CH3:42])[CH3:41])=O. No catalyst specified. The product is [Br:1][C:2]1[CH:14]=[CH:13][C:12]2[C:11]3[C:6](=[CH:7][C:8]([Br:15])=[CH:9][CH:10]=3)[C:5]([C:16]3[CH:21]=[CH:20][C:19]([O:33][CH2:30][CH2:17][CH:16]([CH3:21])[CH2:5][CH2:4][CH2:12][CH:11]([CH3:10])[CH3:6])=[CH:18][CH:17]=3)([C:23]3[CH:24]=[CH:25][C:26]([O:29][CH2:13][CH2:14][CH:2]([CH3:3])[CH2:36][CH2:37][CH2:39][CH:40]([CH3:42])[CH3:41])=[CH:27][CH:28]=3)[C:4]=2[CH:3]=1. The yield is 0.600. (4) The reactants are Br[C:2]1[N:3]=[C:4]([CH3:24])[N:5]2[C:10]3[CH:11]=[CH:12][N:13](S(C4C=CC(C)=CC=4)(=O)=O)[C:9]=3[N:8]=[CH:7][C:6]=12.[CH:25]([C:27]1[CH:32]=[CH:31][C:30](B(O)O)=[CH:29][CH:28]=1)=[O:26].CCO.C([O-])([O-])=O.[Cs+].[Cs+]. The catalyst is O1CCOCC1.O.[Pd]. The product is [CH3:24][C:4]1[N:5]2[C:10]3[CH:11]=[CH:12][NH:13][C:9]=3[N:8]=[CH:7][C:6]2=[C:2]([C:30]2[CH:31]=[CH:32][C:27]([CH:25]=[O:26])=[CH:28][CH:29]=2)[N:3]=1. The yield is 0.760. (5) The catalyst is O. The product is [N:1]1([CH2:7][N:8]([CH3:15])[CH3:9])[CH:5]=[CH:4][N:3]=[CH:2]1. The reactants are [NH:1]1[CH:5]=[CH:4][N:3]=[CH:2]1.Cl.[CH3:7][NH:8][CH3:9].Cl.C=O.[OH-].[K+].[C:15]([O-])([O-])=O.[K+].[K+]. The yield is 0.660. (6) The yield is 0.450. The reactants are [CH3:1][C:2]1[C:3]([C:11]2[S:15][C:14]([C:16]([OH:18])=O)=[CH:13][CH:12]=2)=[N:4][O:5][C:6]=1[C:7]([F:10])([F:9])[F:8].Cl.[OH:20][C@@H:21]1[CH2:26][CH2:25][CH2:24][NH:23][CH2:22]1.C1COCC1.N1CCCCC1. The catalyst is C(N(CC)CC)C. The product is [OH:20][C@@H:21]1[CH2:26][CH2:25][CH2:24][N:23]([C:16]([C:14]2[S:15][C:11]([C:3]3[C:2]([CH3:1])=[C:6]([C:7]([F:8])([F:9])[F:10])[O:5][N:4]=3)=[CH:12][CH:13]=2)=[O:18])[CH2:22]1.